Predict which catalyst facilitates the given reaction. From a dataset of Catalyst prediction with 721,799 reactions and 888 catalyst types from USPTO. (1) Reactant: [N:1]1[CH:6]=[CH:5][C:4]([C:7]2[N:17]=[C:11]3[CH2:12][CH2:13][O:14][CH2:15][CH2:16][N:10]3[C:9](=[O:18])[CH:8]=2)=[N:3][CH:2]=1.C[Si]([N-][Si](C)(C)C)(C)C.[Li+].[Br:29]Br. Product: [Br:29][CH:12]1[C:11]2=[N:17][C:7]([C:4]3[CH:5]=[CH:6][N:1]=[CH:2][N:3]=3)=[CH:8][C:9](=[O:18])[N:10]2[CH2:16][CH2:15][O:14][CH2:13]1. The catalyst class is: 7. (2) Reactant: [CH:1]1([NH:7][C:8]([NH:10][C:11]([CH3:27])([CH3:26])[CH2:12][NH:13][C:14]2[C:19]([CH3:20])=[C:18]([CH3:21])[N:17]3[N:22]=[N:23][N:24]=[C:16]3[C:15]=2[NH2:25])=[O:9])[CH2:6][CH2:5][CH2:4][CH2:3][CH2:2]1.Cl.[CH3:29][O:30][CH2:31][CH2:32][C:33](=N)OCC. Product: [CH:1]1([NH:7][C:8]([NH:10][C:11]([CH3:27])([CH3:26])[CH2:12][N:13]2[C:14]3[C:19]([CH3:20])=[C:18]([CH3:21])[N:17]4[N:22]=[N:23][N:24]=[C:16]4[C:15]=3[N:25]=[C:33]2[CH2:32][CH2:31][O:30][CH3:29])=[O:9])[CH2:6][CH2:5][CH2:4][CH2:3][CH2:2]1. The catalyst class is: 26.